Dataset: Forward reaction prediction with 1.9M reactions from USPTO patents (1976-2016). Task: Predict the product of the given reaction. (1) Given the reactants CS(C1[N:5]=[N:6]C(C2C=CC=CC=2)=CN=1)=O.CS([C:19]1[N:20]=[N:21][C:22]([C:25]2[C:26]([CH2:30][CH2:31][CH3:32])=[N:27][NH:28][CH:29]=2)=[CH:23][N:24]=1)=O, predict the reaction product. The product is: [NH:5]([C:19]1[N:20]=[N:21][C:22]([C:25]2[C:26]([CH2:30][CH2:31][CH3:32])=[N:27][NH:28][CH:29]=2)=[CH:23][N:24]=1)[NH2:6]. (2) Given the reactants [N:1]1[CH:6]=[CH:5][C:4]([C:7]([OH:9])=O)=[CH:3][N:2]=1.C1C=CC2N(O)N=NC=2C=1.CN(C(ON1N=NC2C=CC=CC1=2)=[N+](C)C)C.F[P-](F)(F)(F)(F)F.Cl.C([O:47][C:48](=[O:67])[C@H:49]([CH3:66])[CH2:50][C@H:51]([NH2:65])[CH2:52][C:53]1[CH:58]=[CH:57][C:56]([C:59]2[CH:64]=[CH:63][CH:62]=[CH:61][CH:60]=2)=[CH:55][CH:54]=1)C.CCN(C(C)C)C(C)C, predict the reaction product. The product is: [C:56]1([C:59]2[CH:60]=[CH:61][CH:62]=[CH:63][CH:64]=2)[CH:55]=[CH:54][C:53]([CH2:52][C@@H:51]([NH:65][C:7]([C:4]2[CH:5]=[CH:6][N:1]=[N:2][CH:3]=2)=[O:9])[CH2:50][C@@H:49]([CH3:66])[C:48]([OH:67])=[O:47])=[CH:58][CH:57]=1. (3) Given the reactants [C:1]([C:4]1([CH3:17])[CH2:9][CH2:8][N:7]([C:10]([O:12][C:13]([CH3:16])([CH3:15])[CH3:14])=[O:11])[CH2:6][CH2:5]1)(=[O:3])[CH3:2].[CH3:18][N:19]([CH:21](OC)OC)[CH3:20], predict the reaction product. The product is: [CH3:18][N:19]([CH3:21])/[CH:20]=[CH:2]/[C:1]([C:4]1([CH3:17])[CH2:5][CH2:6][N:7]([C:10]([O:12][C:13]([CH3:16])([CH3:15])[CH3:14])=[O:11])[CH2:8][CH2:9]1)=[O:3]. (4) Given the reactants [Cl:1][C:2]1[N:7]=[C:6]([N:8]2[CH2:13][CH2:12][CH:11]([C:14]([O:16][CH3:17])=[O:15])[CH2:10][CH2:9]2)[CH:5]=[CH:4][C:3]=1[I:18].[Cl:19]N1C(=O)CCC1=O, predict the reaction product. The product is: [Cl:19][C:5]1[C:6]([N:8]2[CH2:13][CH2:12][CH:11]([C:14]([O:16][CH3:17])=[O:15])[CH2:10][CH2:9]2)=[N:7][C:2]([Cl:1])=[C:3]([I:18])[CH:4]=1.